From a dataset of NCI-60 drug combinations with 297,098 pairs across 59 cell lines. Regression. Given two drug SMILES strings and cell line genomic features, predict the synergy score measuring deviation from expected non-interaction effect. (1) Drug 1: CC1=C(C=C(C=C1)NC2=NC=CC(=N2)N(C)C3=CC4=NN(C(=C4C=C3)C)C)S(=O)(=O)N.Cl. Drug 2: CC1C(C(CC(O1)OC2CC(OC(C2O)C)OC3=CC4=CC5=C(C(=O)C(C(C5)C(C(=O)C(C(C)O)O)OC)OC6CC(C(C(O6)C)O)OC7CC(C(C(O7)C)O)OC8CC(C(C(O8)C)O)(C)O)C(=C4C(=C3C)O)O)O)O. Cell line: A498. Synergy scores: CSS=33.5, Synergy_ZIP=17.4, Synergy_Bliss=18.3, Synergy_Loewe=17.1, Synergy_HSA=15.0. (2) Drug 1: CS(=O)(=O)C1=CC(=C(C=C1)C(=O)NC2=CC(=C(C=C2)Cl)C3=CC=CC=N3)Cl. Drug 2: CC1C(C(=O)NC(C(=O)N2CCCC2C(=O)N(CC(=O)N(C(C(=O)O1)C(C)C)C)C)C(C)C)NC(=O)C3=C4C(=C(C=C3)C)OC5=C(C(=O)C(=C(C5=N4)C(=O)NC6C(OC(=O)C(N(C(=O)CN(C(=O)C7CCCN7C(=O)C(NC6=O)C(C)C)C)C)C(C)C)C)N)C. Cell line: HL-60(TB). Synergy scores: CSS=14.8, Synergy_ZIP=31.3, Synergy_Bliss=26.8, Synergy_Loewe=20.6, Synergy_HSA=21.9. (3) Drug 1: CN1C(=O)N2C=NC(=C2N=N1)C(=O)N. Drug 2: CCC1(CC2CC(C3=C(CCN(C2)C1)C4=CC=CC=C4N3)(C5=C(C=C6C(=C5)C78CCN9C7C(C=CC9)(C(C(C8N6C)(C(=O)OC)O)OC(=O)C)CC)OC)C(=O)OC)O.OS(=O)(=O)O. Cell line: OVCAR3. Synergy scores: CSS=-0.690, Synergy_ZIP=2.02, Synergy_Bliss=2.85, Synergy_Loewe=2.36, Synergy_HSA=1.15. (4) Drug 1: CNC(=O)C1=NC=CC(=C1)OC2=CC=C(C=C2)NC(=O)NC3=CC(=C(C=C3)Cl)C(F)(F)F. Drug 2: CC1CCCC2(C(O2)CC(NC(=O)CC(C(C(=O)C(C1O)C)(C)C)O)C(=CC3=CSC(=N3)C)C)C. Cell line: CCRF-CEM. Synergy scores: CSS=66.9, Synergy_ZIP=11.6, Synergy_Bliss=10.8, Synergy_Loewe=-25.2, Synergy_HSA=9.42. (5) Synergy scores: CSS=18.1, Synergy_ZIP=3.98, Synergy_Bliss=5.99, Synergy_Loewe=7.65, Synergy_HSA=7.72. Drug 2: C1=CC=C(C=C1)NC(=O)CCCCCCC(=O)NO. Cell line: A549. Drug 1: C1CC(=O)NC(=O)C1N2CC3=C(C2=O)C=CC=C3N.